This data is from Reaction yield outcomes from USPTO patents with 853,638 reactions. The task is: Predict the reaction yield, written as a fraction of the theoretical maximum amount of product (1.0 means a 100% yield; for example, 0.34 means a 34% yield). (1) The reactants are [CH:1]1([CH2:4][O:5][NH:6][C:7]([C:9]2[C:17]([NH:18][C:19]3[CH:24]=[CH:23][C:22](I)=[CH:21][C:20]=3[CH3:26])=[C:16]([F:27])[C:12]3[N:13]=[CH:14][NH:15][C:11]=3[CH:10]=2)=[O:8])[CH2:3][CH2:2]1.[C:28]([Si](C)(C)C)#[CH:29]. The catalyst is C(#N)C.C(N(CC)CC)C.Cl[Pd](Cl)([P](C1C=CC=CC=1)(C1C=CC=CC=1)C1C=CC=CC=1)[P](C1C=CC=CC=1)(C1C=CC=CC=1)C1C=CC=CC=1.[Cu]I. The product is [CH:1]1([CH2:4][O:5][NH:6][C:7]([C:9]2[C:17]([NH:18][C:19]3[CH:24]=[CH:23][C:22]([C:28]#[CH:29])=[CH:21][C:20]=3[CH3:26])=[C:16]([F:27])[C:12]3[N:13]=[CH:14][NH:15][C:11]=3[CH:10]=2)=[O:8])[CH2:3][CH2:2]1. The yield is 0.870. (2) The catalyst is O1CCCC1.O. The product is [CH3:28][C:24]1([CH3:27])[O:23][C@@H:22]([CH2:21][C:18]2[CH:19]=[CH:20][C:15]([O:14][C:12]3[CH2:13][N:9]([C@@H:4]([CH2:5][CH:6]([CH3:8])[CH3:7])[C:3]([OH:30])=[O:2])[C:10](=[O:29])[CH:11]=3)=[CH:16][CH:17]=2)[CH2:26][O:25]1. The yield is 0.770. The reactants are C[O:2][C:3](=[O:30])[C@@H:4]([N:9]1[CH2:13][C:12]([O:14][C:15]2[CH:20]=[CH:19][C:18]([CH2:21][C@H:22]3[CH2:26][O:25][C:24]([CH3:28])([CH3:27])[O:23]3)=[CH:17][CH:16]=2)=[CH:11][C:10]1=[O:29])[CH2:5][CH:6]([CH3:8])[CH3:7].O.[OH-].[Li+].